From a dataset of Full USPTO retrosynthesis dataset with 1.9M reactions from patents (1976-2016). Predict the reactants needed to synthesize the given product. (1) The reactants are: [Cl:1][C:2]1[CH:20]=[CH:19][C:5]2[N:6](C(C3C=CC=CC=3)=O)[CH2:7][CH2:8][CH2:9][O:10][C:4]=2[CH:3]=1.Cl. Given the product [Cl:1][C:2]1[CH:20]=[CH:19][C:5]2[NH:6][CH2:7][CH2:8][CH2:9][O:10][C:4]=2[CH:3]=1, predict the reactants needed to synthesize it. (2) Given the product [CH3:23][O:26][CH2:27][CH2:4][C@H:5]([NH:14][C:15](=[O:21])[O:16][C:17]([CH3:18])([CH3:19])[CH3:20])[C:6]([N:8]1[CH2:9][CH2:10][O:11][CH2:12][CH2:13]1)=[O:7], predict the reactants needed to synthesize it. The reactants are: C(O[CH2:4][C@H:5]([NH:14][C:15](=[O:21])[O:16][C:17]([CH3:20])([CH3:19])[CH3:18])[C:6]([N:8]1[CH2:13][CH2:12][O:11][CH2:10][CH2:9]1)=[O:7])C.C[C:23]([O:26][C:27](N[C@H](C(O)=O)CCOC)=O)(C)C. (3) Given the product [Cl:1][C:2]1[CH:7]=[C:6]([Cl:8])[CH:5]=[C:4]2[C:3]=1[C:11](=[O:16])[C:10](=[O:14])[NH:9]2, predict the reactants needed to synthesize it. The reactants are: [Cl:1][C:2]1[CH:3]=[C:4]([NH:9][C:10](=[O:14])[CH:11]=NO)[CH:5]=[C:6]([Cl:8])[CH:7]=1.S(=O)(=O)(O)[OH:16]. (4) Given the product [CH2:1]([O:8][C:9]([N:11]1[CH2:16][CH2:15][C:14](=[O:17])[CH:13]([NH:18][C:19]([C:21]2[CH:26]=[CH:25][CH:24]=[CH:23][N:22]=2)=[O:20])[CH2:12]1)=[O:10])[C:2]1[CH:7]=[CH:6][CH:5]=[CH:4][CH:3]=1, predict the reactants needed to synthesize it. The reactants are: [CH2:1]([O:8][C:9]([N:11]1[CH2:16][CH2:15][CH:14]([OH:17])[CH:13]([NH:18][C:19]([C:21]2[CH:26]=[CH:25][CH:24]=[CH:23][N:22]=2)=[O:20])[CH2:12]1)=[O:10])[C:2]1[CH:7]=[CH:6][CH:5]=[CH:4][CH:3]=1.CC(OI1(OC(C)=O)(OC(C)=O)OC(=O)C2C=CC=CC1=2)=O. (5) Given the product [Cl:13][C:14]1[CH:19]=[CH:18][C:17]([C:20]2[NH:12][C:11]3[N:10]([N:9]=[CH:8][C:7]=3[C:6]3[N:2]([CH3:1])[N:3]=[CH:4][CH:5]=3)[C:22](=[O:23])[CH:21]=2)=[CH:16][C:15]=1[O:28][CH:29]([CH3:31])[CH3:30], predict the reactants needed to synthesize it. The reactants are: [CH3:1][N:2]1[C:6]([C:7]2[CH:8]=[N:9][NH:10][C:11]=2[NH2:12])=[CH:5][CH:4]=[N:3]1.[Cl:13][C:14]1[CH:19]=[CH:18][C:17]([C:20](=O)[CH2:21][C:22](OCC)=[O:23])=[CH:16][C:15]=1[O:28][CH:29]([CH3:31])[CH3:30].CC1C=CC(S(O)(=O)=O)=CC=1. (6) The reactants are: [Br:1][C:2]1[CH:10]=[C:9]2[C:5]([CH2:6][CH2:7][C:8]2([CH3:12])[CH3:11])=[CH:4][C:3]=1[O:13]C.B(Br)(Br)Br. Given the product [Br:1][C:2]1[CH:10]=[C:9]2[C:5]([CH2:6][CH2:7][C:8]2([CH3:11])[CH3:12])=[CH:4][C:3]=1[OH:13], predict the reactants needed to synthesize it. (7) Given the product [C:1]([O:5][C:6](=[O:21])[N:7]([CH3:8])[CH:9]1[C:18]2[C:13](=[CH:14][C:15]([CH2:19][N:22]3[CH2:27][CH2:26][CH2:25][CH2:24][CH2:23]3)=[CH:16][CH:17]=2)[O:12][CH2:11][CH2:10]1)([CH3:4])([CH3:3])[CH3:2], predict the reactants needed to synthesize it. The reactants are: [C:1]([O:5][C:6](=[O:21])[N:7]([CH:9]1[C:18]2[C:13](=[CH:14][C:15]([CH:19]=O)=[CH:16][CH:17]=2)[O:12][CH2:11][CH2:10]1)[CH3:8])([CH3:4])([CH3:3])[CH3:2].[NH:22]1[CH2:27][CH2:26][CH2:25][CH2:24][CH2:23]1.[BH-](OC(C)=O)(OC(C)=O)OC(C)=O.[Na+].CC(O)=O. (8) Given the product [CH3:17][O:18][C:19](=[O:39])[CH2:20][CH2:21][C:22]1[CH:27]=[CH:26][C:25]([O:28][CH2:29][CH2:30][C@H:31]([O:1][C:2]2[CH:7]=[CH:6][C:5]([CH3:8])=[CH:4][C:3]=2[C:9](=[O:10])[C:11]2[CH:12]=[CH:13][CH:14]=[CH:15][CH:16]=2)[CH3:32])=[CH:24][C:23]=1[CH3:38], predict the reactants needed to synthesize it. The reactants are: [OH:1][C:2]1[CH:7]=[CH:6][C:5]([CH3:8])=[CH:4][C:3]=1[C:9]([C:11]1[CH:16]=[CH:15][CH:14]=[CH:13][CH:12]=1)=[O:10].[CH3:17][O:18][C:19](=[O:39])[CH2:20][CH2:21][C:22]1[CH:27]=[CH:26][C:25]([O:28][CH2:29][CH2:30][C@@H:31](OS(C)(=O)=O)[CH3:32])=[CH:24][C:23]=1[CH3:38].C([O-])([O-])=O.[Cs+].[Cs+].Cl. (9) Given the product [CH2:32]([O:33][C:54](=[O:55])[NH:53][CH:13]1[CH2:12][CH2:11][CH:10]([CH2:9][NH:8][C:6]([O:5][C:1]([CH3:2])([CH3:3])[CH3:4])=[O:7])[CH2:15][CH2:14]1)[C:34]1[CH:35]=[CH:36][CH:37]=[CH:38][CH:39]=1, predict the reactants needed to synthesize it. The reactants are: [C:1]([O:5][C:6]([NH:8][CH2:9][C@H:10]1[CH2:15][CH2:14][C@H:13](C2SC(N)=C(C3C=CC=CC=3OC)N=2)[CH2:12][CH2:11]1)=[O:7])([CH3:4])([CH3:3])[CH3:2].BrC[C:32]([C:34]1[CH:39]=[CH:38][CH:37]=[CH:36][C:35]=1OC)=[O:33].NC(N[C@H]1CC[C@H](C[NH:53][C:54](OC(C)(C)C)=[O:55])CC1)=S.C(N(CC)C(C)C)(C)C.